From a dataset of Catalyst prediction with 721,799 reactions and 888 catalyst types from USPTO. Predict which catalyst facilitates the given reaction. (1) Product: [N:1]1([CH2:9][C:8]([NH2:11])=[O:19])[CH2:6][CH2:5][CH2:4][CH2:3][CH2:2]1. The catalyst class is: 2. Reactant: [N:1]1(N)[CH2:6][CH2:5][CH2:4][CH2:3][CH2:2]1.[CH:8]([N:11](C(C)C)CC)(C)[CH3:9].C(Cl)(=[O:19])C.C(=O)(O)[O-].[Na+]. (2) Reactant: [CH:1]1([C:4]2[C:5]([CH:12]([CH2:32][CH3:33])[CH2:13][C@@H:14]([C:25]([O:27][C:28]([CH3:31])([CH3:30])[CH3:29])=[O:26])[C:15]([O:17][CH2:18][C:19]3[CH:24]=[CH:23][CH:22]=[CH:21][CH:20]=3)=[O:16])=[N:6][O:7][C:8]=2[CH:9]=[N:10][OH:11])[CH2:3][CH2:2]1.CN(C=O)C.[Cl:39]N1C(=O)CCC1=O.C1(C)C=CC=CC=1. Product: [CH:1]1([C:4]2[C:5]([CH:12]([CH2:32][CH3:33])[CH2:13][C@@H:14]([C:25]([O:27][C:28]([CH3:29])([CH3:31])[CH3:30])=[O:26])[C:15]([O:17][CH2:18][C:19]3[CH:20]=[CH:21][CH:22]=[CH:23][CH:24]=3)=[O:16])=[N:6][O:7][C:8]=2[C:9]([Cl:39])=[N:10][OH:11])[CH2:2][CH2:3]1. The catalyst class is: 6. (3) Reactant: [F:1][C:2]1([F:17])[CH:10](O)[C:9]2[NH:8][C:7]([C:12]([O:14][CH2:15][CH3:16])=[O:13])=[CH:6][C:5]=2[CH2:4][CH2:3]1.C(O)(C(F)(F)F)=O.C([SiH](CC)CC)C.C(=O)(O)[O-].[Na+]. Product: [F:17][C:2]1([F:1])[CH2:10][C:9]2[NH:8][C:7]([C:12]([O:14][CH2:15][CH3:16])=[O:13])=[CH:6][C:5]=2[CH2:4][CH2:3]1. The catalyst class is: 4.